Dataset: Catalyst prediction with 721,799 reactions and 888 catalyst types from USPTO. Task: Predict which catalyst facilitates the given reaction. (1) Reactant: [CH3:1][C:2]1[C:11]([CH3:12])=[C:10]([O:13][Si:14]([C:17]([CH3:20])([CH3:19])[CH3:18])([CH3:16])[CH3:15])[C:9]2[C:4](=[CH:5][CH:6]=[CH:7][CH:8]=2)[N:3]=1.[O-]CC.[Na+].[N+:25]([C:28]1[CH:35]=[CH:34][C:31]([CH2:32]Br)=[CH:30][CH:29]=1)([O-:27])=[O:26].O. Product: [N+:25]([C:28]1[CH:35]=[CH:34][C:31]([CH2:32][CH2:1][C:2]2[C:11]([CH3:12])=[C:10]([O:13][Si:14]([C:17]([CH3:20])([CH3:19])[CH3:18])([CH3:15])[CH3:16])[C:9]3[C:4](=[CH:5][CH:6]=[CH:7][CH:8]=3)[N:3]=2)=[CH:30][CH:29]=1)([O-:27])=[O:26]. The catalyst class is: 8. (2) Reactant: [CH2:1]([N:8]1[CH:12]=[C:11]([C:13]2[S:14][C:15]([C:19]([OH:21])=O)=[C:16]([CH3:18])[N:17]=2)[N:10]=[N:9]1)[C:2]1[CH:7]=[CH:6][CH:5]=[CH:4][CH:3]=1.ON1C2C=CC=CC=2N=N1.CN(C)CCCN=C=NCC.C(N(CC)C(C)C)(C)C.[N:52]1[CH:57]=[CH:56][CH:55]=[C:54]([CH2:58][NH2:59])[CH:53]=1. Product: [CH2:1]([N:8]1[CH:12]=[C:11]([C:13]2[S:14][C:15]([C:19]([NH:59][CH2:58][C:54]3[CH:53]=[N:52][CH:57]=[CH:56][CH:55]=3)=[O:21])=[C:16]([CH3:18])[N:17]=2)[N:10]=[N:9]1)[C:2]1[CH:3]=[CH:4][CH:5]=[CH:6][CH:7]=1. The catalyst class is: 42.